Dataset: Experimentally validated miRNA-target interactions with 360,000+ pairs, plus equal number of negative samples. Task: Binary Classification. Given a miRNA mature sequence and a target amino acid sequence, predict their likelihood of interaction. (1) The miRNA is dme-miR-6-3p with sequence UAUCACAGUGGCUGUUCUUUUU. The protein sequence of the target gene is MRRYLRVVGLCLACGFCSLLYAFSQLAVSLEEGAAGGRRPQAAVVSWLADGGRGTGRGAGSAGPGRTGRYDMKTRPDEKMHLAVVACGERLEETVTMLKSALIFSIKPLHVHIFAEDQLHDSFKDRLASWSFLRRFDYSLYPITFPGDSAADWKKLFKPCASQRLFLPLILKEVDSLLYVDTDILFLRPVDDIWSLLKKFNSTQIAAMAPEHEEPRIGWYNRFARHPYYGRTGVNSGVMLMNMTRMRRKYFKNDMTTARLQWGDILMPLLKKYKLNITWGDQDLLNIVFSHNPESLFVFP.... Result: 0 (no interaction). (2) The miRNA is hsa-miR-579-3p with sequence UUCAUUUGGUAUAAACCGCGAUU. The protein sequence of the target gene is MSGEQQLDADLGSGVEVEEFSWEDYLEETGSTTVPYASFKHVDIRLQNGFAPGMKLEVALKNDPETYWVATIITACEQLLLLRYEGYGEDRKADFWCDIRKAGLYPIGWCQQNKKTLEAPEGIRDKVSDWNAFLQQTLIGACGPPVSLLEGLRNGRNPLDLIAPGSKLECQDFRDSLSTWLVTVVENIGGRLKLRYEGLESRDGFEHWLYYLDPFLHHIGWAAQQGCDLQPPLAIKHLKSEADWQEILAKVKEEEPLPSYLFKDKQVIGTHEFSINMKLEAVDPWSPFGISPATIAKVFD.... Result: 0 (no interaction). (3) The miRNA is hsa-miR-625-5p with sequence AGGGGGAAAGUUCUAUAGUCC. The protein sequence of the target gene is MWLQQRLKGLPGLLSSSWARRLLCLLGLLLLLLWFGGSGARRAAGGLHLLPWSRGEPGAAEPSACLEAATRAWRGLRERGEVVPLGPGVPALVANGFLALDVAANRLWVTPGEREPAVAPDFVPFVQLRPLSALAEAGEAVLLLREGLLRRVRCLQLGSPGPGPVAAGPGPASVSGLAAGSGRDCVLLQEDFLAHRGRPHVYLQRIQLNNPTERVAALQTVGPTAGPAPKAFTSTLEKVGDHQFLLYSGRSPPTPTGLVHLVVVAAKKLVNRLQVAPKTQLDETVLWVVHVSGPINPQVL.... Result: 1 (interaction). (4) Result: 0 (no interaction). The miRNA is hsa-miR-378b with sequence ACUGGACUUGGAGGCAGAA. The protein sequence of the target gene is MESSTGPRMPLLKYCSVATSLKAPGWDGAAPPWDLSFTYPFALQAPWLTGHKPLARHASSCPCLHVADPAWQGPGWLGRAGDAANTWVLARREADGFYYRAQIKATPELERQGVLLVEFEAPLVAGPKLPAQQQRVVLEEDVIPLSPSVGYSLRPGDKVLALWEPGQQQYGPGTVLLGLEMRDPQRASKEKEITVHFWNGKAAKVPLGGVQSVSLTIWKKAVERLHKSFTREHPRPLHWAPCCSLLGPITGRITNELPPDAPFLCPLCHHHACCQLLCQGCLCGCPPCGTTWWPLTRTSE.... (5) The miRNA is hsa-miR-191-5p with sequence CAACGGAAUCCCAAAAGCAGCUG. The protein sequence of the target gene is MSIRAPPRLLELARQRLLRDQALAISTMEELPRELFPTLFMEAFSRRRCETLKTMVQAWPFTRLPLGSLMKSPHLESLKSVLEGVDVLLTQEVRPRQSKLQVLDLRNVDENFCDIFSGATASFPEALSQKQTADNCPGTGRQQPFMVFIDLCLKNRTLDECLTHLLEWGKQRKGLLHVCCKELQVFGMPIHSIIEVLNMVELDCIQEVEVCCPWELSTLVKFAPYLGQMRNLRKLVLFNIRASACIPPDNKGQFIARFTSQFLKLDYFQNLSMHSVSFLEGHLDQLLRCLQASLEMVVMT.... Result: 0 (no interaction). (6) The miRNA is hsa-miR-32-5p with sequence UAUUGCACAUUACUAAGUUGCA. The protein sequence of the target gene is MEPRDGSPEARSSDSESASASSSGSERDAGPEPDKAPRRLNKRRFPGLRLFGHRKAITKSGLQHLAPPPPTPGAPCSESERQIRSTVDWSESATYGEHIWFETNVSGDFCYVGEQYCVARMLKSVSRRKCAACKIVVHTPCIEQLEKINFRCKPSFRESGSRNVREPTFVRHHWVHRRRQDGKCRHCGKGFQQKFTFHSKEIVAISCSWCKQAYHSKVSCFMLQQIEEPCSLGVHAAVVIPPTWILRARRPQNTLKASKKKKRASFKRKSSKKGPEEGRWRPFIIRPTPSPLMKPLLVFV.... Result: 0 (no interaction). (7) The miRNA is cel-miR-1829b-5p with sequence AAGCGAUCUUCUAGAUGGUUGUA. The protein sequence of the target gene is MRTLGTCLVTLAGLLLTAAGETFSGGCLFDEPYSTCGYSQADEDDFNWEQVNTLTKPTSDPWMPSGSFMLVNTSGKPEGQRAHLLLPQLKENDTHCIDFHYFVSSKSNAAPGLLNVYVKVNNGPLGNPIWNISGDPTRTWHRAELAISTFWPNFYQVIFEVVTSGHQGYLAIDEVKVLGHPCTRTPHFLRIQNVEVNAGQFATFQCSAIGRTVAGDRLWLQGIDVRDAPLKEIKVTSSRRFIASFNVVNTTKRDAGKYRCMICTEGGVGISNYAELVVKEPPVPIAPPQLASVGATYLWI.... Result: 0 (no interaction). (8) The miRNA is hsa-miR-218-5p with sequence UUGUGCUUGAUCUAACCAUGU. The protein sequence of the target gene is MAALMRSKDSSCCLLLLAAVLMVESSQIGSSRAKLNSIKSSLGGETPGQAANRSAGMYQGLAFGGSKKGKNLGQAYPCSSDKECEVGRYCHSPHQGSSACMVCRRKKKRCHRDGMCCPSTRCNNGICIPVTESILTPHIPALDGTRHRDRNHGHYSNHDLGWQNLGRPHTKMSHIKGHEGDPCLRSSDCIEGFCCARHFWTKICKPVLHQGEVCTKQRKKGSHGLEIFQRCDCAKGLSCKVWKDATYSSKARLHVCQKI. Result: 1 (interaction). (9) The miRNA is hsa-miR-6841-5p with sequence UAGGGUACUCAGAGCAAGUUGU. The protein sequence of the target gene is MEAAVAPGRDAPAPAASQPSGCGKHNSPERKVYMDYNATTPLEPEVIQAMTKAMWEAWGNPSSPYSAGRKAKDIINAARESLAKMIGGKPQDIIFTSGGTESNNLVIHSVVKHFHANQTSKGHTGGHHSPVKGAKPHFITSSVEHDSIRLPLEHLVEEQVAAVTFVPVSKVSGQAEVDDILAAVRPTTRLVTIMLANNETGIVMPVPEISQRIKALNQERVAAGLPPILVHTDAAQALGKQRVDVEDLGVDFLTIVGHKFYGPRIGALYIRGLGEFTPLYPMLFGGGQERNFRPGTENTP.... Result: 0 (no interaction).